From a dataset of Reaction yield outcomes from USPTO patents with 853,638 reactions. Predict the reaction yield, written as a fraction of the theoretical maximum amount of product (1.0 means a 100% yield; for example, 0.34 means a 34% yield). The reactants are C([N:8]1[CH2:17][CH:16]([CH3:18])[C:15]2[N:14]=[C:13]([Cl:19])[CH:12]=[CH:11][C:10]=2[CH2:9]1)C1C=CC=CC=1.[CH3:20][CH:21]([OH:23])[CH3:22]. No catalyst specified. The product is [ClH:19].[CH:21]([O:23][C:13]1[CH:12]=[CH:11][C:10]2[CH2:9][NH:8][CH2:17][CH:16]([CH3:18])[C:15]=2[N:14]=1)([CH3:22])[CH3:20]. The yield is 0.380.